From a dataset of Catalyst prediction with 721,799 reactions and 888 catalyst types from USPTO. Predict which catalyst facilitates the given reaction. (1) Reactant: [OH:1][C:2]1([C:9]2[CH:14]=[CH:13][CH:12]=[CH:11][N:10]=2)[CH2:7][CH2:6][C:5](=O)[CH2:4][CH2:3]1.[CH:15]([C@:18]1([C:24]([N:26]2[CH2:35][CH2:34][C:33]3[C:28](=[CH:29][C:30]([C:36]([F:39])([F:38])[F:37])=[CH:31][CH:32]=3)[CH2:27]2)=[O:25])[CH2:22][CH2:21][C@@H:20]([NH2:23])[CH2:19]1)([CH3:17])[CH3:16].C(O[BH-](OC(=O)C)OC(=O)C)(=O)C.[Na+]. Product: [CH:15]([C@:18]1([C:24]([N:26]2[CH2:35][CH2:34][C:33]3[C:28](=[CH:29][C:30]([C:36]([F:39])([F:37])[F:38])=[CH:31][CH:32]=3)[CH2:27]2)=[O:25])[CH2:22][CH2:21][C@@H:20]([NH:23][CH:5]2[CH2:6][CH2:7][C:2]([C:9]3[CH:14]=[CH:13][CH:12]=[CH:11][N:10]=3)([OH:1])[CH2:3][CH2:4]2)[CH2:19]1)([CH3:17])[CH3:16]. The catalyst class is: 2. (2) Reactant: [H-].[Na+].[CH:3]1([CH2:8][OH:9])[CH2:7][CH:6]=[CH:5][CH2:4]1.Br[CH2:11][CH2:12][CH2:13][CH2:14][CH2:15][CH2:16][CH2:17][CH2:18][CH2:19][CH2:20][CH2:21][CH3:22]. Product: [CH2:22]([O:9][CH2:8][CH:3]1[CH2:7][CH:6]=[CH:5][CH2:4]1)[CH2:21][CH2:20][CH2:19][CH2:18][CH2:17][CH2:16][CH2:15][CH2:14][CH2:13][CH2:12][CH3:11]. The catalyst class is: 1.